From a dataset of Reaction yield outcomes from USPTO patents with 853,638 reactions. Predict the reaction yield, written as a fraction of the theoretical maximum amount of product (1.0 means a 100% yield; for example, 0.34 means a 34% yield). (1) The reactants are C([Li:5])CCC.[CH3:6][C:7]1[CH2:11][C:10]([CH3:12])=[C:9]([CH3:13])[C:8]=1[CH3:14]. The catalyst is C1COCC1. The product is [CH3:6][C:7]1[CH:11]([Li:5])[C:10]([CH3:12])=[C:9]([CH3:13])[C:8]=1[CH3:14]. The yield is 0.760. (2) The reactants are [Cl:1][C:2]1[CH:3]=[C:4]([C:8]2([CH:21]([C:27]#[N:28])[C:22]([O:24]CC)=[O:23])[CH2:13][CH2:12][N:11]([C:14]([O:16][C:17]([CH3:20])([CH3:19])[CH3:18])=[O:15])[CH2:10][CH2:9]2)[CH:5]=[CH:6][CH:7]=1.[OH-].[Na+].Cl. The catalyst is C(O)C. The product is [C:17]([O:16][C:14]([N:11]1[CH2:12][CH2:13][C:8]([CH:21]([C:27]#[N:28])[C:22]([OH:24])=[O:23])([C:4]2[CH:5]=[CH:6][CH:7]=[C:2]([Cl:1])[CH:3]=2)[CH2:9][CH2:10]1)=[O:15])([CH3:20])([CH3:18])[CH3:19]. The yield is 0.770. (3) The reactants are Br[C:2]1[S:3][C:4]([C:7]2[CH:8]=[C:9]([NH:14][C:15]3[N:20]=[C:19]([C:21]([F:24])([F:23])[F:22])[CH:18]=[CH:17][N:16]=3)[CH:10]=[C:11]([CH3:13])[CH:12]=2)=[CH:5][N:6]=1.C1(P(C2CCCCC2)C2C=CC=CC=2C2C(OC)=CC=CC=2OC)CCCCC1.C1COCC1.[Br-].[CH3:60][O:61][C:62](=[O:67])[C@H:63]([CH3:66])[CH2:64][Zn+]. The catalyst is [NH4+].[Cl-].O.CC([O-])=O.CC([O-])=O.[Pd+2]. The product is [CH3:64][C@H:63]([CH2:66][C:2]1[S:3][C:4]([C:7]2[CH:8]=[C:9]([NH:14][C:15]3[N:20]=[C:19]([C:21]([F:24])([F:23])[F:22])[CH:18]=[CH:17][N:16]=3)[CH:10]=[C:11]([CH3:13])[CH:12]=2)=[CH:5][N:6]=1)[C:62]([O:61][CH3:60])=[O:67]. The yield is 0.870. (4) The reactants are Br[C:2]1[CH:3]=[C:4]([CH:7]=[CH:8][CH:9]=1)[CH:5]=[O:6].[CH3:10][O:11][C:12]1[CH:13]=[N:14][CH:15]=[C:16](B2OC(C)(C)C(C)(C)O2)[CH:17]=1. No catalyst specified. The product is [CH3:10][O:11][C:12]1[CH:17]=[C:16]([C:2]2[CH:3]=[C:4]([CH:7]=[CH:8][CH:9]=2)[CH:5]=[O:6])[CH:15]=[N:14][CH:13]=1. The yield is 0.770. (5) The reactants are [C:1]1([C:7](=O)[CH2:8][C:9]2[CH:14]=[CH:13][CH:12]=[CH:11][CH:10]=2)[CH:6]=[CH:5][CH:4]=[CH:3][CH:2]=1.[CH2:16]([O:18][C:19]1[CH:20]=[C:21]([CH:24]=[C:25]([N+:28]([O-:30])=[O:29])[C:26]=1[OH:27])[CH:22]=O)[CH3:17].[CH3:31][C:32]1(C)[O:39]C(=O)CC(=O)O1.C([O-])(=O)C.[NH4+:45]. The catalyst is C(O)(=O)C. The product is [CH2:16]([O:18][C:19]1[CH:20]=[C:21]([CH:22]2[C:8]([C:9]3[CH:14]=[CH:13][CH:12]=[CH:11][CH:10]=3)=[C:7]([C:1]3[CH:6]=[CH:5][CH:4]=[CH:3][CH:2]=3)[NH:45][C:32](=[O:39])[CH2:31]2)[CH:24]=[C:25]([N+:28]([O-:30])=[O:29])[C:26]=1[OH:27])[CH3:17]. The yield is 0.130. (6) The reactants are [Si:1]([O:8][CH2:9][CH2:10][CH2:11][NH:12][C:13](=[O:29])[NH:14][C:15]1[CH:24]=[CH:23][C:22]([C:25]([F:28])([F:27])[F:26])=[CH:21][C:16]=1[C:17]([O:19]C)=O)([C:4]([CH3:7])([CH3:6])[CH3:5])([CH3:3])[CH3:2].C[O-].[Na+]. The catalyst is CO. The product is [Si:1]([O:8][CH2:9][CH2:10][CH2:11][N:12]1[C:17](=[O:19])[C:16]2[C:15](=[CH:24][CH:23]=[C:22]([C:25]([F:26])([F:28])[F:27])[CH:21]=2)[NH:14][C:13]1=[O:29])([C:4]([CH3:5])([CH3:7])[CH3:6])([CH3:2])[CH3:3]. The yield is 0.808. (7) The reactants are [CH2:1]1[C:6]2[NH:7][C:8]3[C:13]([C:5]=2[CH2:4][CH2:3][NH:2]1)=[CH:12][CH:11]=[CH:10][CH:9]=3.Br[CH:15]([CH3:20])[C:16]([O:18][CH3:19])=[O:17].C(N(C(C)C)C(C)C)C. The catalyst is CC#N.CN(C=O)C.CCOC(C)=O. The product is [CH2:1]1[C:6]2[NH:7][C:8]3[C:13]([C:5]=2[CH2:4][CH2:3][N:2]1[CH:15]([CH3:20])[C:16]([O:18][CH3:19])=[O:17])=[CH:12][CH:11]=[CH:10][CH:9]=3. The yield is 0.980. (8) The reactants are [CH3:1][O:2][C:3]([NH:5][C@H:6]([C:10]([N:12]1[CH2:16][C@@H:15]([CH2:17][O:18][CH3:19])[CH2:14][C@H:13]1[C:20]1[NH:24][C:23]2[C:25]3[C:30]([CH:31]=[CH:32][C:22]=2[N:21]=1)=[CH:29][C:28]1[C:33]2[C:38]([CH2:39][O:40][C:27]=1[CH:26]=3)=[CH:37][C:36]([C:41]1[NH:45][C:44]([C@@H:46]3[CH2:50][C@H:49]([CH3:51])[CH2:48][N:47]3C(OC(C)(C)C)=O)=[N:43][CH:42]=1)=[CH:35][CH:34]=2)=[O:11])[CH:7](C)[CH3:8])=[O:4].Cl.[CH3:60][O:61][C@H:62]([CH3:72])[C@H:63]([NH:67][C:68]([O:70][CH3:71])=[O:69])[C:64](O)=[O:65].CN([C:76]([O:80]N1N=NC2C=CC=NC1=2)=[N+](C)C)C.F[P-](F)(F)(F)(F)F.CCN(C(C)C)C(C)C. The catalyst is C(Cl)Cl.CO.CCOC(C)=O.CN(C=O)C.CO. The product is [CH3:76][O:80][C@H:7]([CH3:8])[C@H:6]([NH:5][C:3](=[O:4])[O:2][CH3:1])[C:10]([N:12]1[CH2:16][C@@H:15]([CH2:17][O:18][CH3:19])[CH2:14][C@H:13]1[C:20]1[NH:24][C:23]2[C:25]3[C:30]([CH:31]=[CH:32][C:22]=2[N:21]=1)=[CH:29][C:28]1[C:33]2[C:38]([CH2:39][O:40][C:27]=1[CH:26]=3)=[CH:37][C:36]([C:41]1[NH:45][C:44]([C@@H:46]3[CH2:50][C@H:49]([CH3:51])[CH2:48][N:47]3[C:64](=[O:65])[C@H:63]([C@@H:62]([CH3:72])[O:61][CH3:60])[NH:67][C:68]([O:70][CH3:71])=[O:69])=[N:43][CH:42]=1)=[CH:35][CH:34]=2)=[O:11]. The yield is 0.340. (9) The yield is 0.920. The product is [Br:1][C:2]1[S:6][C:5]([C:7](/[C:8](=[CH:19]/[C:18]2[CH:21]=[CH:22][C:15]([Cl:14])=[CH:16][CH:17]=2)/[C:9]([O:11][CH3:12])=[O:10])=[O:13])=[CH:4][CH:3]=1. The reactants are [Br:1][C:2]1[S:6][C:5]([C:7](=[O:13])[CH2:8][C:9]([O:11][CH3:12])=[O:10])=[CH:4][CH:3]=1.[Cl:14][C:15]1[CH:22]=[CH:21][C:18]([CH:19]=O)=[CH:17][CH:16]=1.N1CCCCC1.C1C=CC=CC=1.C(O)(=O)C. No catalyst specified. (10) The reactants are C(OC([NH:8][C:9]1[C:10]([CH3:20])=[N:11][C:12]([CH3:19])=[CH:13][C:14]=1[C:15]([F:18])([F:17])[F:16])=O)(C)(C)C.[ClH:21]. The catalyst is CO. The product is [ClH:21].[ClH:21].[NH2:8][C:9]1[C:10]([CH3:20])=[N:11][C:12]([CH3:19])=[CH:13][C:14]=1[C:15]([F:18])([F:16])[F:17]. The yield is 0.820.